This data is from Full USPTO retrosynthesis dataset with 1.9M reactions from patents (1976-2016). The task is: Predict the reactants needed to synthesize the given product. (1) The reactants are: [CH:1]1[CH:10]=[C:9]2[C:11]([O:13][C:14](=O)[C:7]3=[C:8]2[C:3](=[C:4]([Br:16])[CH:5]=[CH:6]3)[CH:2]=1)=O.[C:17]1([NH2:24])[CH:22]=[CH:21][CH:20]=[CH:19][C:18]=1[NH2:23].N1C2C(=CC=CC=2)C=CC=1. Given the product [Br:16][C:4]1[CH:5]=[CH:6][C:7]2[C:14]3=[N:24][C:17]4[CH:22]=[CH:21][CH:20]=[CH:19][C:18]=4[N:23]3[C:11](=[O:13])[C:9]3=[CH:10][CH:1]=[CH:2][C:3]=1[C:8]=23, predict the reactants needed to synthesize it. (2) Given the product [Cl:1][C:2]1[CH:10]=[C:9]2[C:5]([C:6]([C:11]([N:34]3[CH2:35][CH2:36][C:31]4([C:30]5[C:25](=[CH:26][CH:27]=[CH:28][CH:29]=5)[CH2:24][N:23]4[CH3:22])[CH2:32][CH2:33]3)=[O:13])=[CH:7][NH:8]2)=[CH:4][CH:3]=1, predict the reactants needed to synthesize it. The reactants are: [Cl:1][C:2]1[CH:10]=[C:9]2[C:5]([C:6]([C:11]([OH:13])=O)=[CH:7][NH:8]2)=[CH:4][CH:3]=1.ClC(N(C)C)=C(C)C.[CH3:22][N:23]1[C:31]2([CH2:36][CH2:35][NH:34][CH2:33][CH2:32]2)[C:30]2[C:25](=[CH:26][CH:27]=[CH:28][CH:29]=2)[CH2:24]1.C(N(CC)CC)C. (3) Given the product [CH2:1]([N:3]([CH2:14][C:15]1[NH:19][C:18]2[CH:20]=[CH:21][C:22]([C:24]([NH:26][CH2:27][CH2:28][C:29]3[N:30]([CH3:35])[CH:31]=[N:32][CH:33]=3)=[O:25])=[CH:23][C:17]=2[N:16]=1)[CH:4]1[C:13]2[N:12]=[CH:11][CH:10]=[CH:9][C:8]=2[CH2:7][CH2:6][CH2:5]1)[CH3:2], predict the reactants needed to synthesize it. The reactants are: [CH2:1]([N:3]([CH2:14][C:15]1[NH:19][C:18]2[CH:20]=[CH:21][C:22]([C:24]([NH:26][CH2:27][CH2:28][C:29]3[N:30]=[CH:31][NH:32][CH:33]=3)=[O:25])=[CH:23][C:17]=2[N:16]=1)[CH:4]1[C:13]2[N:12]=[CH:11][CH:10]=[CH:9][C:8]=2[CH2:7][CH2:6][CH2:5]1)[CH3:2].F[C:35]1C(OC(C2C=CC3NC(CN(CC)C4C5N=CC=CC=5CCC4)=NC=3C=2)=O)=C(F)C(F)=C(F)C=1F.Cl.Cl.CN1C(CCN)=CN=C1. (4) The reactants are: [Br:1][C:2]1[CH:3]=[C:4]2[C:8](=[CH:9][C:10]=1[F:11])[N:7](C(=O)C)[N:6]=[CH:5]2.Cl.CCOC(C)=O. Given the product [Br:1][C:2]1[CH:3]=[C:4]2[C:8](=[CH:9][C:10]=1[F:11])[NH:7][N:6]=[CH:5]2, predict the reactants needed to synthesize it.